This data is from Forward reaction prediction with 1.9M reactions from USPTO patents (1976-2016). The task is: Predict the product of the given reaction. (1) Given the reactants [Br:1][C:2]1[CH:3]=[C:4]([CH:7]=[CH:8][CH:9]=1)[CH2:5]Br.[CH3:10][S:11]([O-:13])=[O:12].[Na+], predict the reaction product. The product is: [CH3:10][S:11]([CH2:5][C:4]1[CH:7]=[CH:8][CH:9]=[C:2]([Br:1])[CH:3]=1)(=[O:13])=[O:12]. (2) Given the reactants [CH:1]([C:4]1[CH:27]=[CH:26][C:7]([CH2:8][C:9]2[C:23]([CH3:24])=[CH:22][C:21]([CH3:25])=[CH:20][C:10]=2[O:11][C:12]([CH3:19])([CH3:18])[C:13]([O:15]CC)=[O:14])=[CH:6][CH:5]=1)([CH3:3])[CH3:2].[OH-].[Na+].C1COCC1.Cl, predict the reaction product. The product is: [CH:1]([C:4]1[CH:5]=[CH:6][C:7]([CH2:8][C:9]2[C:23]([CH3:24])=[CH:22][C:21]([CH3:25])=[CH:20][C:10]=2[O:11][C:12]([CH3:18])([CH3:19])[C:13]([OH:15])=[O:14])=[CH:26][CH:27]=1)([CH3:3])[CH3:2]. (3) Given the reactants [C:1]([O:5][C:6]([N:8]1[CH2:13][CH:12]=[C:11](OS(C(F)(F)F)(=O)=O)[CH2:10][CH2:9]1)=[O:7])([CH3:4])([CH3:3])[CH3:2].[B:22]1([B:22]2[O:26][C:25]([CH3:28])([CH3:27])[C:24]([CH3:30])([CH3:29])[O:23]2)[O:26][C:25]([CH3:28])([CH3:27])[C:24]([CH3:30])([CH3:29])[O:23]1.C([O-])(=O)C.[K+].ClCCl, predict the reaction product. The product is: [C:1]([O:5][C:6]([N:8]1[CH2:13][CH:12]=[C:11]([B:22]2[O:26][C:25]([CH3:28])([CH3:27])[C:24]([CH3:30])([CH3:29])[O:23]2)[CH2:10][CH2:9]1)=[O:7])([CH3:4])([CH3:3])[CH3:2]. (4) Given the reactants Cl.Cl.[F:3][C:4]1[CH:9]=[CH:8][C:7]([C:10]2[NH:11][CH:12]=[C:13]([C:21]3[CH2:22][CH2:23][NH:24][CH2:25][CH:26]=3)[C:14]=2[C:15]2[CH:20]=[CH:19][N:18]=[CH:17][CH:16]=2)=[CH:6][CH:5]=1, predict the reaction product. The product is: [F:3][C:4]1[CH:9]=[CH:8][C:7]([C:10]2[NH:11][CH:12]=[C:13]([CH:21]3[CH2:22][CH2:23][NH:24][CH2:25][CH2:26]3)[C:14]=2[C:15]2[CH:20]=[CH:19][N:18]=[CH:17][CH:16]=2)=[CH:6][CH:5]=1. (5) Given the reactants [Cl:1][C:2]1[CH:10]=[N:9][C:8]([CH2:11][C:12]2[CH:17]=[CH:16][CH:15]=[C:14]([Cl:18])[C:13]=2[F:19])=[CH:7][C:3]=1[C:4]([OH:6])=[O:5].S(Cl)(Cl)=O.[C:24]1(C)C=CC=CC=1, predict the reaction product. The product is: [CH3:24][O:5][C:4](=[O:6])[C:3]1[CH:7]=[C:8]([CH2:11][C:12]2[CH:17]=[CH:16][CH:15]=[C:14]([Cl:18])[C:13]=2[F:19])[N:9]=[CH:10][C:2]=1[Cl:1]. (6) Given the reactants [CH3:1][S:2][CH2:3][CH2:4][CH2:5][OH:6].C1(P(C2C=CC=CC=2)C2C=CC=CC=2)C=CC=CC=1.O[N:27]1[C:31](=[O:32])[C:30]2=[CH:33][CH:34]=[CH:35][CH:36]=[C:29]2[C:28]1=[O:37].N(C(OC(C)C)=O)=NC(OC(C)C)=O, predict the reaction product. The product is: [CH3:1][S:2][CH2:3][CH2:4][CH2:5][O:6][N:27]1[C:31](=[O:32])[C:30]2[C:29](=[CH:36][CH:35]=[CH:34][CH:33]=2)[C:28]1=[O:37]. (7) Given the reactants [F:1][C:2]1[CH:32]=[CH:31][C:5]([C:6]([C:8]2[C:9]([NH:14][C:15](=[O:30])[CH:16]([NH:22]C(=O)OC(C)(C)C)[C:17]3[S:18][CH:19]=[CH:20][CH:21]=3)=[N:10][CH:11]=[CH:12][CH:13]=2)=O)=[CH:4][CH:3]=1.C(O)(C(F)(F)F)=O, predict the reaction product. The product is: [F:1][C:2]1[CH:32]=[CH:31][C:5]([C:6]2[C:8]3[CH:13]=[CH:12][CH:11]=[N:10][C:9]=3[NH:14][C:15](=[O:30])[CH:16]([C:17]3[S:18][CH:19]=[CH:20][CH:21]=3)[N:22]=2)=[CH:4][CH:3]=1. (8) The product is: [CH3:29][C:30]1([CH3:38])[CH2:34][CH2:33][CH2:32][N:31]1[CH2:35][CH2:36][NH:37][C:6]([C:5]1[CH:9]=[C:10]([NH:11][C:12]([C:14]2[CH:15]=[N:16][N:17]3[CH:22]=[C:21]([C:23]4[CH:24]=[N:25][N:26]([CH3:28])[CH:27]=4)[CH:20]=[CH:19][C:18]=23)=[O:13])[C:2]([CH3:1])=[N:3][CH:4]=1)=[O:8]. Given the reactants [CH3:1][C:2]1[C:10]([NH:11][C:12]([C:14]2[CH:15]=[N:16][N:17]3[CH:22]=[C:21]([C:23]4[CH:24]=[N:25][N:26]([CH3:28])[CH:27]=4)[CH:20]=[CH:19][C:18]=23)=[O:13])=[CH:9][C:5]([C:6]([OH:8])=O)=[CH:4][N:3]=1.[CH3:29][C:30]1([CH3:38])[CH2:34][CH2:33][CH2:32][N:31]1[CH2:35][CH2:36][NH2:37].CCN(C(C)C)C(C)C.CN(C(ON1N=NC2C=CC=NC1=2)=[N+](C)C)C.F[P-](F)(F)(F)(F)F, predict the reaction product. (9) The product is: [C:16]([N:5]1[CH2:6][CH2:7][CH2:8][CH2:9][CH2:10]1)([O:15][C:12]([CH3:14])([CH3:13])[CH3:11])=[O:17]. Given the reactants C(O[N:5]1[CH2:10][CH2:9][CH2:8][CH2:7][CH2:6]1)(=O)C.[CH3:11][C:12]([O:15][C:16](O[C:16]([O:15][C:12]([CH3:14])([CH3:13])[CH3:11])=[O:17])=[O:17])([CH3:14])[CH3:13], predict the reaction product.